From a dataset of Full USPTO retrosynthesis dataset with 1.9M reactions from patents (1976-2016). Predict the reactants needed to synthesize the given product. (1) Given the product [CH2:16]([O:20][C:21]1[N:29]=[C:28]2[C:24]([N:25]=[CH:26][N:27]2[CH2:14][C:11]2[CH:10]=[N:9][C:8]([Cl:7])=[CH:13][CH:12]=2)=[C:23]([NH2:30])[N:22]=1)[CH2:17][CH2:18][CH3:19], predict the reactants needed to synthesize it. The reactants are: C(=O)([O-])[O-].[K+].[K+].[Cl:7][C:8]1[CH:13]=[CH:12][C:11]([CH2:14]Cl)=[CH:10][N:9]=1.[CH2:16]([O:20][C:21]1[N:29]=[C:28]2[C:24]([NH:25][CH:26]=[N:27]2)=[C:23]([NH2:30])[N:22]=1)[CH2:17][CH2:18][CH3:19]. (2) The reactants are: [CH2:1]([O:8][C:9]1[CH:14]=[C:13]([O:15][CH2:16][C:17]2[CH:22]=[CH:21][CH:20]=[CH:19][CH:18]=2)[C:12]([C:23]2[CH:28]=[C:27]([CH:29]([CH3:31])[CH3:30])[CH:26]=[CH:25][C:24]=2[O:32][CH3:33])=[CH:11][C:10]=1[C:34](O)=[O:35])[C:2]1[CH:7]=[CH:6][CH:5]=[CH:4][CH:3]=1.C(N(C(C)C)CC)(C)C.CN(C(ON1N=NC2C=CC=CC1=2)=[N+](C)C)C.F[P-](F)(F)(F)(F)F.[NH2:70][CH:71]1[CH2:76][CH2:75][N:74]([C:77]([O:79][C:80]([CH3:83])([CH3:82])[CH3:81])=[O:78])[CH2:73][CH2:72]1. Given the product [C:80]([O:79][C:77]([N:74]1[CH2:73][CH2:72][CH:71]([NH:70][C:34]([C:10]2[CH:11]=[C:12]([C:23]3[CH:28]=[C:27]([CH:29]([CH3:31])[CH3:30])[CH:26]=[CH:25][C:24]=3[O:32][CH3:33])[C:13]([O:15][CH2:16][C:17]3[CH:22]=[CH:21][CH:20]=[CH:19][CH:18]=3)=[CH:14][C:9]=2[O:8][CH2:1][C:2]2[CH:3]=[CH:4][CH:5]=[CH:6][CH:7]=2)=[O:35])[CH2:76][CH2:75]1)=[O:78])([CH3:83])([CH3:82])[CH3:81], predict the reactants needed to synthesize it. (3) Given the product [CH2:4]([N:5]1[C:10](=[O:11])[CH:9]=[CH:8][C:7]([CH2:12][C:34]2[C:33]3[C:37](=[CH:38][CH:39]=[C:31]([Cl:30])[CH:32]=3)[N:36]([CH2:40][C:41]([OH:43])=[O:42])[C:35]=2[CH3:45])=[CH:6]1)[C:3]1[CH:26]=[CH:27][CH:28]=[CH:29][CH:2]=1, predict the reactants needed to synthesize it. The reactants are: F[C:2]1[CH:29]=[CH:28][CH:27]=[CH:26][C:3]=1[CH2:4][N:5]1[C:10](=[O:11])[CH:9]=[CH:8][C:7]([C:12]2C3C(=CC=CC=3)N(CC(O)=O)C=2C)=[CH:6]1.[Cl:30][C:31]1[CH:32]=[C:33]2[C:37](=[CH:38][CH:39]=1)[N:36]([CH2:40][C:41]([O:43]C)=[O:42])[C:35]([CH3:45])=[CH:34]2.[Li+].[OH-]. (4) Given the product [CH3:1][O:2][C:3]1[C:16]2[O:15][C:14]3[C:9](=[CH:10][CH:11]=[CH:12][CH:13]=3)[CH:8]([C:48]([Cl:50])=[O:49])[C:7]=2[CH:6]=[CH:5][CH:4]=1, predict the reactants needed to synthesize it. The reactants are: [CH3:1][O:2][C:3]1[C:16]2[O:15][C:14]3[C:9](=[CH:10][CH:11]=[CH:12][CH:13]=3)[CH2:8][C:7]=2[CH:6]=[CH:5][CH:4]=1.C([N-]C(C)C)(C)C.[Li+].C(=O)=O.COC1C2OC3C(=CC=CC=3)C(C(O)=O)C=2C=CC=1.C(Cl)(=O)[C:48]([Cl:50])=[O:49]. (5) The reactants are: [CH3:1][CH:2]([CH3:21])[CH2:3]/[CH:4]=[C:5](/[NH:10]C(OCC1C=CC=CC=1)=O)\[C:6]([O:8][CH3:9])=[O:7]. Given the product [CH3:1][CH:2]([CH3:21])[CH2:3][CH2:4][C@@H:5]([C:6]([O:8][CH3:9])=[O:7])[NH2:10], predict the reactants needed to synthesize it. (6) Given the product [CH3:1][O:2][C:3]1[CH:8]=[CH:7][CH:6]=[CH:5][C:4]=1[N:9]1[C:17](=[O:18])[NH:16][C:15]2[C:10]1=[N:11][C:12]([NH:24][CH2:25][C@H:26]1[CH2:30][CH2:29][CH2:28][NH:27]1)=[N:13][C:14]=2[C:19]([NH2:38])=[O:21], predict the reactants needed to synthesize it. The reactants are: [CH3:1][O:2][C:3]1[CH:8]=[CH:7][CH:6]=[CH:5][C:4]=1[N:9]1[C:17](=[O:18])[NH:16][C:15]2[C:10]1=[N:11][C:12]([NH:24][CH2:25][C@H:26]1[CH2:30][CH2:29][CH2:28][NH:27]1)=[N:13][C:14]=2[C:19]([O:21]CC)=O.C(OC([N:38]1CCC[C@@H]1CNC1N=C2C(NC(=O)N2C2C=CC=CC=2OC)=C(C(OCC)=O)N=1)=O)(C)(C)C.FC(F)(F)C(O)=O. (7) Given the product [NH2:15][C:14]([C:10]1[O:9][CH:13]=[CH:12][CH:11]=1)=[CH:7][C:6]#[N:8], predict the reactants needed to synthesize it. The reactants are: C([Li])CCC.[C:6](#[N:8])[CH3:7].[O:9]1[CH:13]=[CH:12][CH:11]=[C:10]1[C:14]#[N:15].O. (8) Given the product [F:1][C:2]1[CH:56]=[CH:55][CH:54]=[CH:53][C:3]=1[CH2:4][N:5]1[CH:10]2[CH2:11][CH2:12][CH:6]1[CH:7]([C:13]1[O:14][C:15]([C:18]3[CH:19]=[C:20]4[C:24](=[CH:25][CH:26]=3)[NH:23][N:22]=[C:21]4[C:46]3[CH:51]=[CH:50][N:49]=[C:48]([CH3:52])[CH:47]=3)=[N:16][N:17]=1)[CH2:8][CH2:9]2, predict the reactants needed to synthesize it. The reactants are: [F:1][C:2]1[CH:56]=[CH:55][CH:54]=[CH:53][C:3]=1[CH2:4][N:5]1[CH:10]2[CH2:11][CH2:12][CH:6]1[CH:7]([C:13]1[O:14][C:15]([C:18]3[CH:19]=[C:20]4[C:24](=[CH:25][CH:26]=3)[N:23](C(C3C=CC=CC=3)(C3C=CC=CC=3)C3C=CC=CC=3)[N:22]=[C:21]4[C:46]3[CH:51]=[CH:50][N:49]=[C:48]([CH3:52])[CH:47]=3)=[N:16][N:17]=1)[CH2:8][CH2:9]2.C([SiH](CC)CC)C. (9) Given the product [CH:17]([C:14]1[CH:13]=[CH:12][C:11]([CH:7]2[C:2]3[C:3]([CH3:29])=[C:4]([NH:21][C:22](=[O:28])[CH2:23][C:24]([CH3:26])([CH3:25])[CH3:27])[C:5]([CH3:20])=[C:6]([C:33]4[CH:34]=[CH:35][N:30]=[CH:31][CH:32]=4)[C:10]=3[O:9][CH2:8]2)=[CH:16][CH:15]=1)([CH3:18])[CH3:19], predict the reactants needed to synthesize it. The reactants are: Br[C:2]1[C:10]2[O:9][CH2:8][CH:7]([C:11]3[CH:16]=[CH:15][C:14]([CH:17]([CH3:19])[CH3:18])=[CH:13][CH:12]=3)[C:6]=2[C:5]([CH3:20])=[C:4]([NH:21][C:22](=[O:28])[CH2:23][C:24]([CH3:27])([CH3:26])[CH3:25])[C:3]=1[CH3:29].[N:30]1[CH:35]=[CH:34][C:33](B(O)O)=[CH:32][CH:31]=1. (10) The reactants are: [N:1]1([CH2:6][C:7]2[CH:25]=[CH:24][C:10]([O:11][CH2:12][C@@H:13]3[C@@H:18]([NH:19][S:20]([CH3:23])(=[O:22])=[O:21])[CH2:17][CH2:16][O:15][CH2:14]3)=[CH:9][CH:8]=2)[CH:5]=[CH:4][CH:3]=[N:2]1.C1C(=O)N([Cl:33])C(=O)C1. Given the product [Cl:33][C:4]1[CH:3]=[N:2][N:1]([CH2:6][C:7]2[CH:25]=[CH:24][C:10]([O:11][CH2:12][C@@H:13]3[C@@H:18]([NH:19][S:20]([CH3:23])(=[O:21])=[O:22])[CH2:17][CH2:16][O:15][CH2:14]3)=[CH:9][CH:8]=2)[CH:5]=1, predict the reactants needed to synthesize it.